This data is from Peptide-MHC class I binding affinity with 185,985 pairs from IEDB/IMGT. The task is: Regression. Given a peptide amino acid sequence and an MHC pseudo amino acid sequence, predict their binding affinity value. This is MHC class I binding data. (1) The peptide sequence is VQIPEKKCF. The MHC is HLA-B35:01 with pseudo-sequence HLA-B35:01. The binding affinity (normalized) is 0.0847. (2) The MHC is HLA-B57:01 with pseudo-sequence HLA-B57:01. The binding affinity (normalized) is 0.750. The peptide sequence is IASPILFPF. (3) The peptide sequence is KCFGNTAIAK. The MHC is HLA-A68:01 with pseudo-sequence HLA-A68:01. The binding affinity (normalized) is 0.171. (4) The peptide sequence is VLPVPGASV. The MHC is HLA-A68:02 with pseudo-sequence HLA-A68:02. The binding affinity (normalized) is 0.246. (5) The peptide sequence is ATAHSELAK. The binding affinity (normalized) is 0.774. The MHC is HLA-A03:01 with pseudo-sequence HLA-A03:01. (6) The peptide sequence is RAPHLPPQW. The MHC is HLA-B44:02 with pseudo-sequence HLA-B44:02. The binding affinity (normalized) is 0.213.